Dataset: Forward reaction prediction with 1.9M reactions from USPTO patents (1976-2016). Task: Predict the product of the given reaction. (1) Given the reactants [CH2:1]([O:3][C:4](=[O:17])[CH2:5][C:6]1[C:14]2[C:9](=[CH:10][CH:11]=[C:12]([F:15])[CH:13]=2)[NH:8][C:7]=1[CH3:16])[CH3:2].[H-].[Na+].Br[CH2:21][C:22]1[CH:27]=[CH:26][C:25]([S:28]([CH3:31])(=[O:30])=[O:29])=[CH:24][C:23]=1[C:32]([F:35])([F:34])[F:33].[I-].[Na+], predict the reaction product. The product is: [CH2:1]([O:3][C:4](=[O:17])[CH2:5][C:6]1[C:14]2[C:9](=[CH:10][CH:11]=[C:12]([F:15])[CH:13]=2)[N:8]([CH2:21][C:22]2[CH:27]=[CH:26][C:25]([S:28]([CH3:31])(=[O:30])=[O:29])=[CH:24][C:23]=2[C:32]([F:34])([F:33])[F:35])[C:7]=1[CH3:16])[CH3:2]. (2) Given the reactants [N+:1]([C:4]1[CH:5]=[C:6]([OH:10])[CH:7]=[CH:8][CH:9]=1)([O-:3])=[O:2].Br[CH:12]([Cl:14])[CH3:13].C([O-])([O-])=O.[K+].[K+], predict the reaction product. The product is: [Cl:14][CH2:12][CH2:13][O:10][C:6]1[CH:7]=[CH:8][CH:9]=[C:4]([N+:1]([O-:3])=[O:2])[CH:5]=1. (3) The product is: [Cl:1][C:2]1[CH:20]=[N:19][C:5]2[N:6]=[C:7]([N:12]3[CH2:17][CH2:16][N:15]([CH3:18])[CH2:14][CH2:13]3)[N:8]3[CH:21]=[N:11][N:10]=[C:9]3[C:4]=2[CH:3]=1. Given the reactants [Cl:1][C:2]1[CH:20]=[N:19][C:5]2[N:6]=[C:7]([N:12]3[CH2:17][CH2:16][N:15]([CH3:18])[CH2:14][CH2:13]3)[N:8]=[C:9]([NH:10][NH2:11])[C:4]=2[CH:3]=1.[CH:21](OC)(OC)OC, predict the reaction product. (4) Given the reactants [CH3:1][C:2]1[N:3]=[C:4]([C:9]2[CH:10]=[N:11][C:12]([C:15]([F:18])([F:17])[F:16])=[CH:13][CH:14]=2)[S:5][C:6]=1[CH:7]=[O:8].CC1N=C(C2C=NC([C:33]([F:36])([F:35])[F:34])=CC=2)SC=1CO.FC([Si](C)(C)C)(F)F.[F-].C([N+](CCCC)(CCCC)CCCC)CCC, predict the reaction product. The product is: [F:34][C:33]([F:36])([F:35])[CH:7]([C:6]1[S:5][C:4]([C:9]2[CH:10]=[N:11][C:12]([C:15]([F:18])([F:16])[F:17])=[CH:13][CH:14]=2)=[N:3][C:2]=1[CH3:1])[OH:8]. (5) Given the reactants [Cl:1][C:2]1[CH:7]=[CH:6][CH:5]=[C:4]([F:8])[C:3]=1[CH:9]=[CH2:10].C([O-])(=O)C.[Na+], predict the reaction product. The product is: [Cl:1][C:2]1[CH:7]=[CH:6][CH:5]=[C:4]([F:8])[C:3]=1[CH2:9][CH3:10]. (6) The product is: [NH2:17][C:16]1[C:11]2[C:12](=[N:13][C:8]([C:3]3[CH:4]=[CH:5][CH:6]=[CH:7][C:2]=3[Cl:1])=[C:9]([C:31]3[CH:36]=[CH:35][C:34]([Cl:37])=[CH:33][CH:32]=3)[CH:10]=2)[O:14][C:15]=1[C:24]([N:26]([CH2:29][CH3:30])[CH2:27][CH3:28])=[O:25]. Given the reactants [Cl:1][C:2]1[CH:7]=[CH:6][CH:5]=[CH:4][C:3]=1[C:8]1[N:13]=[C:12]2[O:14][C:15]([C:24]([N:26]([CH2:29][CH3:30])[CH2:27][CH3:28])=[O:25])=[C:16]([NH:17]C(=O)C(F)(F)F)[C:11]2=[CH:10][C:9]=1[C:31]1[CH:36]=[CH:35][C:34]([Cl:37])=[CH:33][CH:32]=1.C(=O)([O-])[O-].[K+].[K+].O, predict the reaction product. (7) Given the reactants [F:1][C:2]1[C:7]([F:8])=[CH:6][C:5]([CH:9]2[C:17]3[C:12](=[CH:13][CH:14]=[CH:15][CH:16]=3)[N:11]([CH:18]([C:25]3[CH:30]=[CH:29][CH:28]=[CH:27][CH:26]=3)[C:19]3[CH:24]=[CH:23][CH:22]=[CH:21][CH:20]=3)[C:10]2=[O:31])=[C:4]([OH:32])[CH:3]=1.[C:33](=O)([O-])[O-].[Cs+].[Cs+].ClCI, predict the reaction product. The product is: [C:19]1([CH:18]([C:25]2[CH:26]=[CH:27][CH:28]=[CH:29][CH:30]=2)[N:11]2[C:12]3[C:17](=[CH:16][CH:15]=[CH:14][CH:13]=3)[C:9]3([C:5]4[CH:6]=[C:7]([F:8])[C:2]([F:1])=[CH:3][C:4]=4[O:32][CH2:33]3)[C:10]2=[O:31])[CH:24]=[CH:23][CH:22]=[CH:21][CH:20]=1. (8) Given the reactants [O:1]1[CH2:6][CH2:5][CH2:4][CH2:3][CH:2]1[O:7][CH2:8][C:9]1[N:10]=[C:11]([C:16]2[CH:21]=[CH:20][CH:19]=[C:18]([C:22]([F:25])([F:24])[F:23])[CH:17]=2)[S:12][C:13]=1[CH:14]=[O:15].[BH4-].[Na+].O, predict the reaction product. The product is: [O:1]1[CH2:6][CH2:5][CH2:4][CH2:3][CH:2]1[O:7][CH2:8][C:9]1[N:10]=[C:11]([C:16]2[CH:21]=[CH:20][CH:19]=[C:18]([C:22]([F:25])([F:23])[F:24])[CH:17]=2)[S:12][C:13]=1[CH2:14][OH:15]. (9) Given the reactants C(OC(=O)[NH:7][CH2:8][C:9]1[CH:14]=[CH:13][CH:12]=[C:11]([C:15]2[N:20]3[N:21]=[C:22]([NH:24][C:25]4[CH:30]=[CH:29][C:28]([O:31][CH2:32][CH2:33][N:34]5[CH2:38][CH2:37][CH2:36][CH2:35]5)=[CH:27][CH:26]=4)[N:23]=[C:19]3[CH:18]=[CH:17][CH:16]=2)[CH:10]=1)(C)(C)C.FC(F)(F)C(O)=O.C(=O)([O-])O.[Na+], predict the reaction product. The product is: [NH2:7][CH2:8][C:9]1[CH:10]=[C:11]([C:15]2[N:20]3[N:21]=[C:22]([NH:24][C:25]4[CH:30]=[CH:29][C:28]([O:31][CH2:32][CH2:33][N:34]5[CH2:35][CH2:36][CH2:37][CH2:38]5)=[CH:27][CH:26]=4)[N:23]=[C:19]3[CH:18]=[CH:17][CH:16]=2)[CH:12]=[CH:13][CH:14]=1.